From a dataset of Full USPTO retrosynthesis dataset with 1.9M reactions from patents (1976-2016). Predict the reactants needed to synthesize the given product. (1) Given the product [CH2:1]([O:3][C:4]([C:6]1[CH:11]=[C:10]([C:37]2[N:36]([CH3:34])[C:44]3[C:39]([CH:38]=2)=[CH:40][CH:41]=[CH:42][CH:43]=3)[C:9](=[O:13])[N:8]([CH2:14][O:15][CH2:16][CH2:17][Si:18]([CH3:21])([CH3:20])[CH3:19])[C:7]=1[CH3:22])=[O:5])[CH3:2], predict the reactants needed to synthesize it. The reactants are: [CH2:1]([O:3][C:4]([C:6]1[CH:11]=[C:10](I)[C:9](=[O:13])[N:8]([CH2:14][O:15][CH2:16][CH2:17][Si:18]([CH3:21])([CH3:20])[CH3:19])[C:7]=1[CH3:22])=[O:5])[CH3:2].C(=O)([O-])[O-].[K+].[K+].C(O[C:34]([N:36]1[C:44]2[C:39](=[CH:40][CH:41]=[CH:42][CH:43]=2)[CH:38]=[C:37]1B(O)O)=O)(C)(C)C.ClCCl. (2) The reactants are: [Cl:1][C:2]1[CH:3]=[CH:4][C:5]([O:20][CH3:21])=[C:6]([C:8]([CH3:19])([CH3:18])[CH2:9][C:10]([OH:17])([C:13]([F:16])([F:15])[F:14])[CH:11]=O)[CH:7]=1.[CH3:22][O:23][C:24]([C:26]1[CH:35]=[CH:34][C:33]2[C:28](=[CH:29][CH:30]=[CH:31][C:32]=2[NH2:36])[N:27]=1)=[O:25].C(O)(=O)C.O. Given the product [CH3:22][O:23][C:24]([C:26]1[CH:35]=[CH:34][C:33]2[C:28](=[CH:29][CH:30]=[CH:31][C:32]=2[N:36]=[CH:11][C:10]([OH:17])([C:13]([F:14])([F:16])[F:15])[CH2:9][C:8]([C:6]2[CH:7]=[C:2]([Cl:1])[CH:3]=[CH:4][C:5]=2[O:20][CH3:21])([CH3:18])[CH3:19])[N:27]=1)=[O:25], predict the reactants needed to synthesize it. (3) Given the product [C:21]([C:20]1[CH:23]=[CH:24][CH:25]=[CH:26][C:19]=1[CH2:18][N:17]1[C:9]2[C:10](=[N:11][C:12]([CH3:14])=[CH:13][C:8]=2[N:4]2[CH2:5][CH2:6][CH2:7][C@@H:2]([NH:1][C:36](=[O:38])[CH3:37])[CH2:3]2)[N:15]([CH3:28])[C:16]1=[O:27])#[N:22], predict the reactants needed to synthesize it. The reactants are: [NH2:1][C@@H:2]1[CH2:7][CH2:6][CH2:5][N:4]([C:8]2[CH:13]=[C:12]([CH3:14])[N:11]=[C:10]3[N:15]([CH3:28])[C:16](=[O:27])[N:17]([CH2:18][C:19]4[CH:26]=[CH:25][CH:24]=[CH:23][C:20]=4[C:21]#[N:22])[C:9]=23)[CH2:3]1.C(N(CC)CC)C.[C:36](OC(=O)C)(=[O:38])[CH3:37].C(OCC)(=O)C. (4) Given the product [Br:2][C@@H:13]([C:10]1[CH:11]=[CH:12][C:7]([Cl:6])=[CH:8][CH:9]=1)[C@@H:15]1[O:20][CH2:19][CH2:18][N:17]([CH2:21][C:22]2[CH:27]=[CH:26][CH:25]=[CH:24][CH:23]=2)[CH2:16]1.[Br:2][C@H:35]([C:32]1[CH:33]=[CH:34][C:29]([Cl:28])=[CH:30][CH:31]=1)[C@H:37]1[O:42][CH2:41][CH2:40][N:39]([CH2:43][C:44]2[CH:49]=[CH:48][CH:47]=[CH:46][CH:45]=2)[CH2:38]1, predict the reactants needed to synthesize it. The reactants are: C(Br)(Br)(Br)[Br:2].[Cl:6][C:7]1[CH:12]=[CH:11][C:10]([C@H:13]([C@@H:15]2[O:20][CH2:19][CH2:18][N:17]([CH2:21][C:22]3[CH:27]=[CH:26][CH:25]=[CH:24][CH:23]=3)[CH2:16]2)O)=[CH:9][CH:8]=1.[Cl:28][C:29]1[CH:34]=[CH:33][C:32]([C@@H:35]([C@H:37]2[O:42][CH2:41][CH2:40][N:39]([CH2:43][C:44]3[CH:49]=[CH:48][CH:47]=[CH:46][CH:45]=3)[CH2:38]2)O)=[CH:31][CH:30]=1.C1(P(C2C=CC=CC=2)C2C=CC=CC=2)C=CC=CC=1. (5) Given the product [N:13]1([C:17]([O:19][C:20]2[CH:25]=[CH:24][C:23]([CH3:26])=[CH:22][C:21]=2[O:27][CH2:28][CH3:29])=[O:18])[CH:12]=[CH:16][N:9]=[CH:14]1, predict the reactants needed to synthesize it. The reactants are: C([N:9]1[C@H:16]2[C@H:12]([N:13]([C:17]([O:19][C:20]3[CH:25]=[CH:24][C:23]([CH3:26])=[CH:22][C:21]=3[O:27][CH2:28][CH3:29])=[O:18])[CH2:14]C2)[C@@H](O)C1)(=O)C1C=CC=CC=1.C(N1C=CN=C1)(N1C=CN=C1)=O.C(OC1C=C(C)C=CC=1O)C. (6) Given the product [CH2:1]([O:8][C:9]1[C:14]([C:15]2[CH:36]=[C:35]([C:37]([CH3:38])([CH3:40])[CH3:39])[C:34]([O:41][CH3:42])=[CH:33][C:16]=2[CH2:17][N:18]2[C@H:22]([CH2:23][OH:24])[CH2:21][CH2:20][C:19]2=[O:32])=[CH:13][CH:12]=[CH:11][N:10]=1)[C:2]1[CH:3]=[CH:4][CH:5]=[CH:6][CH:7]=1, predict the reactants needed to synthesize it. The reactants are: [CH2:1]([O:8][C:9]1[C:14]([C:15]2[CH:36]=[C:35]([C:37]([CH3:40])([CH3:39])[CH3:38])[C:34]([O:41][CH3:42])=[CH:33][C:16]=2[CH2:17][N:18]2[C@H:22]([C:23](C)(C)[O:24][SiH2]C(C)(C)C)[CH2:21][CH2:20][C:19]2=[O:32])=[CH:13][CH:12]=[CH:11][N:10]=1)[C:2]1[CH:7]=[CH:6][CH:5]=[CH:4][CH:3]=1.Cl. (7) Given the product [Cl:31][C:20]1[CH:19]=[C:18]([O:17][C:8]2[C:7]3[C:12](=[CH:13][C:14]([O:15][CH3:16])=[C:5]([O:4][CH2:3][CH2:2][N:42]4[CH2:43][CH2:44][N:39]([CH3:38])[CH2:40][CH2:41]4)[CH:6]=3)[N:11]=[CH:10][N:9]=2)[CH:23]=[CH:22][C:21]=1[NH:24][C:25]([NH:27][CH2:28][CH2:29][CH3:30])=[O:26], predict the reactants needed to synthesize it. The reactants are: Br[CH2:2][CH2:3][O:4][C:5]1[CH:6]=[C:7]2[C:12](=[CH:13][C:14]=1[O:15][CH3:16])[N:11]=[CH:10][N:9]=[C:8]2[O:17][C:18]1[CH:23]=[CH:22][C:21]([NH:24][C:25]([NH:27][CH2:28][CH2:29][CH3:30])=[O:26])=[C:20]([Cl:31])[CH:19]=1.C(=O)([O-])[O-].[K+].[K+].[CH3:38][N:39]1[CH2:44][CH2:43][NH:42][CH2:41][CH2:40]1. (8) Given the product [OH:6][CH:3]([CH2:4][OH:5])[CH2:2][NH:1][C:9]([C:11]1[C:15]([NH:16][C:17]([C:19]2[C:24]([NH:25][C:26]3[CH:27]=[N:28][CH:29]=[N:30][CH:31]=3)=[CH:23][CH:22]=[C:21]([CH:32]3[CH2:34][CH2:33]3)[N:20]=2)=[O:18])=[CH:14][N:13]([CH3:35])[N:12]=1)=[O:8], predict the reactants needed to synthesize it. The reactants are: [NH2:1][CH2:2][CH:3]([OH:6])[CH2:4][OH:5].C[O:8][C:9]([C:11]1[C:15]([NH:16][C:17]([C:19]2[C:24]([NH:25][C:26]3[CH:27]=[N:28][CH:29]=[N:30][CH:31]=3)=[CH:23][CH:22]=[C:21]([CH:32]3[CH2:34][CH2:33]3)[N:20]=2)=[O:18])=[CH:14][N:13]([CH3:35])[N:12]=1)=O. (9) The reactants are: [CH2:1]1[O:3][CH2:2]1.[CH3:4][O:5][C:6]1[CH:11]=[CH:10][CH:9]=[C:8]([CH:12]=[CH2:13])[CH:7]=1.[Br:14]N1C(=O)CCC1=O.[N+:22]([C:25]1[CH:30]=[CH:29][C:28]([S:31]([NH2:34])(=[O:33])=[O:32])=[CH:27][CH:26]=1)([O-:24])=[O:23]. Given the product [Br:14][CH2:13][CH:12]([C:8]1[CH:9]=[CH:10][CH:11]=[C:6]([O:5][CH3:4])[CH:7]=1)[O:3][CH2:1][CH2:2][NH:34][S:31]([C:28]1[CH:27]=[CH:26][C:25]([N+:22]([O-:24])=[O:23])=[CH:30][CH:29]=1)(=[O:32])=[O:33], predict the reactants needed to synthesize it.